This data is from Catalyst prediction with 721,799 reactions and 888 catalyst types from USPTO. The task is: Predict which catalyst facilitates the given reaction. (1) Reactant: [CH2:1]([N:3]([CH2:38][CH3:39])[CH2:4][CH2:5][CH2:6][NH:7][C:8]1[N:9]=[C:10]([C:27]2[CH:28]=[C:29]([CH:33]=[C:34]([F:37])[C:35]=2[CH3:36])[C:30](O)=[O:31])[C:11]2[CH:17]=[CH:16][C:15](=[O:18])[N:14]([C:19]3[C:24]([F:25])=[CH:23][CH:22]=[CH:21][C:20]=3[F:26])[C:12]=2[N:13]=1)[CH3:2].CN(C(O[N:55]1N=[N:55][C:50]2[CH:51]=[CH:52][CH:52]=[CH:51][C:50]1=2)=[N+](C)C)C.F[P-](F)(F)(F)(F)F.C(N(CC)CC)C.C1(N)CC1. Product: [CH:50]1([NH:55][C:30](=[O:31])[C:29]2[CH:33]=[C:34]([F:37])[C:35]([CH3:36])=[C:27]([C:10]3[C:11]4[CH:17]=[CH:16][C:15](=[O:18])[N:14]([C:19]5[C:24]([F:25])=[CH:23][CH:22]=[CH:21][C:20]=5[F:26])[C:12]=4[N:13]=[C:8]([NH:7][CH2:6][CH2:5][CH2:4][N:3]([CH2:38][CH3:39])[CH2:1][CH3:2])[N:9]=3)[CH:28]=2)[CH2:52][CH2:51]1. The catalyst class is: 3. (2) Reactant: C[Si]([CH2:5][N:6]1[CH:10]=[C:9]([C:11]2[CH:16]=[CH:15][CH:14]=[CH:13][N:12]=2)[N:8]=[N:7]1)(C)C.O.[F-].C([N+](CCCC)(CCCC)CCCC)CCC. The catalyst class is: 1. Product: [CH3:5][N:6]1[CH:10]=[C:9]([C:11]2[CH:16]=[CH:15][CH:14]=[CH:13][N:12]=2)[N:8]=[N:7]1. (3) Reactant: C(Cl)(=O)C(Cl)=O.CS(C)=O.[F:11][C:12]([F:22])([F:21])[C@H:13]1[CH2:18][CH2:17][C@H:16]([CH2:19][OH:20])[CH2:15][CH2:14]1.C(N(CC)CC)C. Product: [F:11][C:12]([F:21])([F:22])[C@H:13]1[CH2:14][CH2:15][C@H:16]([CH:19]=[O:20])[CH2:17][CH2:18]1. The catalyst class is: 2.